This data is from Forward reaction prediction with 1.9M reactions from USPTO patents (1976-2016). The task is: Predict the product of the given reaction. (1) Given the reactants [F:1][CH:2]([F:15])[CH2:3][O:4][C:5]1[CH:10]=[CH:9][C:8]([C:11](=O)[CH3:12])=[C:7]([CH3:14])[CH:6]=1.[CH3:16][C:17]([S@:20]([NH2:22])=[O:21])([CH3:19])[CH3:18], predict the reaction product. The product is: [F:1][CH:2]([F:15])[CH2:3][O:4][C:5]1[CH:10]=[CH:9][C:8]([CH:11]([NH:22][S@@:20]([C:17]([CH3:19])([CH3:18])[CH3:16])=[O:21])[CH3:12])=[C:7]([CH3:14])[CH:6]=1. (2) Given the reactants C([C:8]1[NH:9][CH:10]=[CH:11][N:12]=1)([C:8]1[NH:9][CH:10]=[CH:11][N:12]=1)=O.[CH3:13][C:14]1[N:15]=[C:16]([NH2:29])[S:17][C:18]=1[C:19]1[CH:24]=[CH:23][N:22]=[C:21]([CH:25]2[CH2:27][CH:26]2[CH3:28])[N:20]=1.C(N(CC)CC)C.CN([CH:40]=[O:41])C, predict the reaction product. The product is: [CH3:13][C:14]1[N:15]=[C:16]([NH:29][C:40]([N:9]2[CH:10]=[CH:11][N:12]=[CH:8]2)=[O:41])[S:17][C:18]=1[C:19]1[CH:24]=[CH:23][N:22]=[C:21]([CH:25]2[CH2:27][CH:26]2[CH3:28])[N:20]=1. (3) Given the reactants [C:1](O)(=O)C(O)=O.[NH2:7][C:8]1[CH:12]=[CH:11][S:10][CH:9]=1.C(OC(OCC)OCC)C.[CH3:23][C:24]1([CH3:32])[O:29][C:28](=[O:30])[CH2:27][C:26](=[O:31])[O:25]1, predict the reaction product. The product is: [CH3:23][C:24]1([CH3:32])[O:29][C:28](=[O:30])[C:27](=[CH:1][NH:7][C:8]2[CH:12]=[CH:11][S:10][CH:9]=2)[C:26](=[O:31])[O:25]1. (4) The product is: [CH3:37][S:1]([C:31]1[N:30]=[C:29]([C:28]2[N:18]3[CH:19]=[CH:20][C:21]([NH:23][C:24](=[O:27])[CH2:25][CH3:26])=[N:22][C:17]3=[N:16][C:15]=2[C:13]2[CH:12]=[CH:11][CH:10]=[C:9]([CH3:8])[N:14]=2)[CH:34]=[CH:33][N:32]=1)(=[O:5])=[O:2]. Given the reactants [S:1](=[O:5])(=O)(O)[OH:2].OO.[CH3:8][C:9]1[N:14]=[C:13]([C:15]2[N:16]=[C:17]3[N:22]=[C:21]([NH:23][C:24](=[O:27])[CH2:25][CH3:26])[CH:20]=[CH:19][N:18]3[C:28]=2[C:29]2[CH:34]=[CH:33][N:32]=[C:31](SC)[N:30]=2)[CH:12]=[CH:11][CH:10]=1.[CH3:37]O, predict the reaction product. (5) Given the reactants Cl.[CH3:2][C:3]([CH:9]1[CH2:14][CH2:13][NH:12][CH2:11][CH2:10]1)([CH3:8])[C:4]([O:6]C)=[O:5].[OH-].[Na+].[C:17](O[C:17]([O:19][C:20]([CH3:23])([CH3:22])[CH3:21])=[O:18])([O:19][C:20]([CH3:23])([CH3:22])[CH3:21])=[O:18].Cl, predict the reaction product. The product is: [C:4]([C:3]([CH:9]1[CH2:14][CH2:13][N:12]([C:17]([O:19][C:20]([CH3:23])([CH3:22])[CH3:21])=[O:18])[CH2:11][CH2:10]1)([CH3:8])[CH3:2])([OH:6])=[O:5]. (6) Given the reactants [Cl-].[Al+3].[Cl-].[Cl-].[H-].[Al+3].[Li+].[H-].[H-].[H-].[CH2:11]([C:13]1[CH:28]=[C:27]([C:29]2[CH:34]=[CH:33][CH:32]=[CH:31][CH:30]=2)[C:26]([O:35][CH2:36][C:37]2[CH:42]=[CH:41][CH:40]=[CH:39][CH:38]=2)=[CH:25][C:14]=1[O:15][CH2:16][CH2:17][CH2:18][CH2:19][C:20]([CH3:24])([CH3:23])[C:21]#[N:22])[CH3:12], predict the reaction product. The product is: [CH2:11]([C:13]1[CH:28]=[C:27]([C:29]2[CH:30]=[CH:31][CH:32]=[CH:33][CH:34]=2)[C:26]([O:35][CH2:36][C:37]2[CH:42]=[CH:41][CH:40]=[CH:39][CH:38]=2)=[CH:25][C:14]=1[O:15][CH2:16][CH2:17][CH2:18][CH2:19][C:20]([CH3:24])([CH3:23])[CH2:21][NH2:22])[CH3:12]. (7) The product is: [SH:49][CH2:48][CH2:47][O:46][CH2:45][CH2:44][O:43][CH2:42][CH2:41][O:40][CH2:39][CH2:38][O:37][CH2:36][CH2:35][O:34][C:30]1[CH:29]=[C:28]([C:25]([CH3:26])([CH3:27])[C@H:15]([NH:16][CH3:17])[C:14]([NH:13][C@@H:12]([C:8]([CH3:11])([CH3:10])[CH3:9])[C:54]([N:55]([C@@H:56]([CH:65]([CH3:67])[CH3:66])/[CH:57]=[C:58](\[CH3:64])/[C:59]([OH:61])=[O:60])[CH3:68])=[O:69])=[O:53])[CH:33]=[CH:32][CH:31]=1. Given the reactants C(O)(C(F)(F)F)=O.[C:8]([C@@H:12]([C:54](=[O:69])[N:55]([CH3:68])[C@@H:56]([CH:65]([CH3:67])[CH3:66])/[CH:57]=[C:58](\[CH3:64])/[C:59]([O:61]CC)=[O:60])[NH:13][C:14](=[O:53])[C@H:15]([C:25]([C:28]1[CH:33]=[CH:32][CH:31]=[C:30]([O:34][CH2:35][CH2:36][O:37][CH2:38][CH2:39][O:40][CH2:41][CH2:42][O:43][CH2:44][CH2:45][O:46][CH2:47][CH2:48][S:49]C(=O)C)[CH:29]=1)([CH3:27])[CH3:26])[N:16](C)[C:17](=O)OC(C)(C)C)([CH3:11])([CH3:10])[CH3:9], predict the reaction product.